This data is from Reaction yield outcomes from USPTO patents with 853,638 reactions. The task is: Predict the reaction yield, written as a fraction of the theoretical maximum amount of product (1.0 means a 100% yield; for example, 0.34 means a 34% yield). (1) The reactants are N1C=CN=C1.[Cl:6][C:7]1[CH:8]=[CH:9][C:10](=[O:24])[N:11]([CH2:13][CH2:14][CH2:15][N:16]2[CH2:21][CH2:20][CH:19]([CH2:22][OH:23])[CH2:18][CH2:17]2)[N:12]=1.[H-].[Na+].[NH2:27][C:28]1[C:33]2[CH2:34][CH2:35][O:36][C:32]=2[C:31]([C:37](N2C=CN=C2)=[O:38])=[CH:30][C:29]=1[Cl:44]. The catalyst is C1COCC1. The product is [NH2:27][C:28]1[C:33]2[CH2:34][CH2:35][O:36][C:32]=2[C:31]([C:37]([O:23][CH2:22][CH:19]2[CH2:20][CH2:21][N:16]([CH2:15][CH2:14][CH2:13][N:11]3[C:10](=[O:24])[CH:9]=[CH:8][C:7]([Cl:6])=[N:12]3)[CH2:17][CH2:18]2)=[O:38])=[CH:30][C:29]=1[Cl:44]. The yield is 0.390. (2) The reactants are [CH2:1]([N:8]1[CH2:12][CH2:11][C@@H:10](O)[CH2:9]1)[C:2]1[CH:7]=[CH:6][CH:5]=[CH:4][CH:3]=1.S(C1C=CC(C)=CC=1)([O-])(=O)=O.[F-:25].C([N+](CCCC)(CCCC)CCCC)CCC.O. The catalyst is C1COCC1. The product is [CH2:1]([N:8]1[CH2:12][CH2:11][C@H:10]([F:25])[CH2:9]1)[C:2]1[CH:7]=[CH:6][CH:5]=[CH:4][CH:3]=1. The yield is 0.710. (3) The reactants are [CH3:1][O:2][C:3]1[CH:8]=[CH:7][N:6]=[C:5]([NH2:9])[N:4]=1.[Br:10]N1C(=O)CCC1=O.C(Cl)Cl.[OH-].[Na+]. The catalyst is C(Cl)(Cl)Cl. The product is [Br:10][C:8]1[C:3]([O:2][CH3:1])=[N:4][C:5]([NH2:9])=[N:6][CH:7]=1. The yield is 0.960. (4) The reactants are [NH:1]1[C:8](=[O:9])[CH2:7][C:5](=[O:6])[NH:4][C:2]1=[O:3].C(N(CC)C(C)C)(C)C.[N:19]([CH2:22][C:23]([O:25]CC)=[O:24])=[C:20]=[O:21]. The catalyst is ClCCl.CN(C=O)C. The product is [OH:6][C:5]1[NH:4][C:2](=[O:3])[NH:1][C:8](=[O:9])[C:7]=1[C:20]([NH:19][CH2:22][C:23]([OH:25])=[O:24])=[O:21]. The yield is 0.220.